From a dataset of NCI-60 drug combinations with 297,098 pairs across 59 cell lines. Regression. Given two drug SMILES strings and cell line genomic features, predict the synergy score measuring deviation from expected non-interaction effect. (1) Synergy scores: CSS=15.1, Synergy_ZIP=-2.39, Synergy_Bliss=-0.209, Synergy_Loewe=-11.5, Synergy_HSA=0.0927. Cell line: SN12C. Drug 2: CN1C(=O)N2C=NC(=C2N=N1)C(=O)N. Drug 1: CN1CCC(CC1)COC2=C(C=C3C(=C2)N=CN=C3NC4=C(C=C(C=C4)Br)F)OC. (2) Drug 1: CC(C1=C(C=CC(=C1Cl)F)Cl)OC2=C(N=CC(=C2)C3=CN(N=C3)C4CCNCC4)N. Drug 2: C1CN(P(=O)(OC1)NCCCl)CCCl. Cell line: NCI-H322M. Synergy scores: CSS=-8.97, Synergy_ZIP=1.02, Synergy_Bliss=-7.10, Synergy_Loewe=-9.77, Synergy_HSA=-9.28. (3) Drug 1: CN(CC1=CN=C2C(=N1)C(=NC(=N2)N)N)C3=CC=C(C=C3)C(=O)NC(CCC(=O)O)C(=O)O. Drug 2: C1CCC(C(C1)N)N.C(=O)(C(=O)[O-])[O-].[Pt+4]. Cell line: NCI-H226. Synergy scores: CSS=14.5, Synergy_ZIP=-10.4, Synergy_Bliss=-7.52, Synergy_Loewe=-8.49, Synergy_HSA=-6.07. (4) Drug 1: CC1=C(C(CCC1)(C)C)C=CC(=CC=CC(=CC(=O)O)C)C. Drug 2: C1=CN(C=N1)CC(O)(P(=O)(O)O)P(=O)(O)O. Cell line: SN12C. Synergy scores: CSS=11.0, Synergy_ZIP=-3.67, Synergy_Bliss=-0.906, Synergy_Loewe=1.06, Synergy_HSA=1.13. (5) Drug 1: CNC(=O)C1=NC=CC(=C1)OC2=CC=C(C=C2)NC(=O)NC3=CC(=C(C=C3)Cl)C(F)(F)F. Drug 2: CN(CC1=CN=C2C(=N1)C(=NC(=N2)N)N)C3=CC=C(C=C3)C(=O)NC(CCC(=O)O)C(=O)O. Cell line: DU-145. Synergy scores: CSS=30.4, Synergy_ZIP=0.458, Synergy_Bliss=-0.279, Synergy_Loewe=-23.9, Synergy_HSA=0.219. (6) Drug 1: C1=CC(=CC=C1CC(C(=O)O)N)N(CCCl)CCCl.Cl. Drug 2: C(CCl)NC(=O)N(CCCl)N=O. Cell line: A498. Synergy scores: CSS=5.65, Synergy_ZIP=0.0538, Synergy_Bliss=0.727, Synergy_Loewe=-5.64, Synergy_HSA=-3.28. (7) Drug 1: C1=CC=C(C(=C1)C(C2=CC=C(C=C2)Cl)C(Cl)Cl)Cl. Drug 2: C1C(C(OC1N2C=NC3=C2NC=NCC3O)CO)O. Cell line: EKVX. Synergy scores: CSS=4.56, Synergy_ZIP=-2.92, Synergy_Bliss=-3.70, Synergy_Loewe=-3.97, Synergy_HSA=-3.33. (8) Drug 1: CC1OCC2C(O1)C(C(C(O2)OC3C4COC(=O)C4C(C5=CC6=C(C=C35)OCO6)C7=CC(=C(C(=C7)OC)O)OC)O)O. Drug 2: CC12CCC3C(C1CCC2OP(=O)(O)O)CCC4=C3C=CC(=C4)OC(=O)N(CCCl)CCCl.[Na+]. Cell line: NCI-H226. Synergy scores: CSS=17.2, Synergy_ZIP=-7.13, Synergy_Bliss=1.24, Synergy_Loewe=-4.75, Synergy_HSA=1.57. (9) Drug 1: CC1=C(C=C(C=C1)NC2=NC=CC(=N2)N(C)C3=CC4=NN(C(=C4C=C3)C)C)S(=O)(=O)N.Cl. Drug 2: C1CN(P(=O)(OC1)NCCCl)CCCl. Cell line: MCF7. Synergy scores: CSS=-2.06, Synergy_ZIP=1.93, Synergy_Bliss=-2.03, Synergy_Loewe=-4.60, Synergy_HSA=-4.97.